From a dataset of Full USPTO retrosynthesis dataset with 1.9M reactions from patents (1976-2016). Predict the reactants needed to synthesize the given product. (1) Given the product [C:20]([NH:23][C:24]1[CH:29]=[CH:28][C:27]([C:2]2[CH:11]=[CH:10][C:5]([C:6]([OH:8])=[O:7])=[C:4]([NH:12][C:13]3[CH:18]=[CH:17][C:16]([F:19])=[CH:15][CH:14]=3)[CH:3]=2)=[CH:26][CH:25]=1)(=[O:22])[CH3:21], predict the reactants needed to synthesize it. The reactants are: Br[C:2]1[CH:11]=[CH:10][C:5]([C:6]([O:8]C)=[O:7])=[C:4]([NH:12][C:13]2[CH:18]=[CH:17][C:16]([F:19])=[CH:15][CH:14]=2)[CH:3]=1.[C:20]([NH:23][C:24]1[CH:29]=[CH:28][C:27](B(O)O)=[CH:26][CH:25]=1)(=[O:22])[CH3:21].C(=O)([O-])[O-].[Na+].[Na+]. (2) Given the product [CH3:5][O:6][C:7]([C:9]1[CH:10]=[C:11]([CH3:33])[C:12]2[O:18][C:17]3[C:19]([Cl:29])=[CH:20][C:21]([N:23]4[CH2:24][CH2:25][N:26]([C:1](=[O:3])[CH3:2])[CH2:27][CH2:28]4)=[CH:22][C:16]=3[CH2:15][S:14](=[O:30])(=[O:31])[C:13]=2[CH:32]=1)=[O:8], predict the reactants needed to synthesize it. The reactants are: [C:1](Cl)(=[O:3])[CH3:2].[CH3:5][O:6][C:7]([C:9]1[CH:10]=[C:11]([CH3:33])[C:12]2[O:18][C:17]3[C:19]([Cl:29])=[CH:20][C:21]([N:23]4[CH2:28][CH2:27][NH:26][CH2:25][CH2:24]4)=[CH:22][C:16]=3[CH2:15][S:14](=[O:31])(=[O:30])[C:13]=2[CH:32]=1)=[O:8].N1C=CC=CC=1.